This data is from Full USPTO retrosynthesis dataset with 1.9M reactions from patents (1976-2016). The task is: Predict the reactants needed to synthesize the given product. (1) The reactants are: N1C2C=CC=C[C:4]=2N=N1.[N:10]1([C@H:16]2[CH2:19][C@H:18]([O:20][C:21]3[CH:26]=[CH:25][C:24]([C:27]4[S:28][C:29]5[CH2:30][NH:31][CH2:32][CH2:33][C:34]=5[N:35]=4)=[CH:23][CH:22]=3)[CH2:17]2)[CH2:15][CH2:14][CH2:13][CH2:12][CH2:11]1.C=O.[CH2:38]([O:40][P:41]([O:45]CC)[O:42][CH2:43][CH3:44])[CH3:39]. Given the product [N:10]1([C@H:16]2[CH2:17][C@H:18]([O:20][C:21]3[CH:22]=[CH:23][C:24]([C:27]4[S:28][C:29]5[CH2:30][N:31]([CH2:4][P:41](=[O:45])([O:42][CH2:43][CH3:44])[O:40][CH2:38][CH3:39])[CH2:32][CH2:33][C:34]=5[N:35]=4)=[CH:25][CH:26]=3)[CH2:19]2)[CH2:15][CH2:14][CH2:13][CH2:12][CH2:11]1, predict the reactants needed to synthesize it. (2) Given the product [CH3:19][O:18][C@@H:5]([CH2:6][C:7]1[CH:8]=[CH:9][C:10]([O:13][CH2:14][CH2:15][CH2:16][O:21][C:22]2[CH:23]=[CH:24][C:25]([NH:28][C:29](=[O:38])[C:30]3[CH:35]=[CH:34][CH:33]=[C:32]([O:36][CH3:37])[CH:31]=3)=[CH:26][CH:27]=2)=[CH:11][CH:12]=1)[C:4]([OH:3])=[O:20], predict the reactants needed to synthesize it. The reactants are: C([O:3][C:4](=[O:20])[C@@H:5]([O:18][CH3:19])[CH2:6][C:7]1[CH:12]=[CH:11][C:10]([O:13][CH2:14][CH2:15][CH2:16]Br)=[CH:9][CH:8]=1)C.[OH:21][C:22]1[CH:27]=[CH:26][C:25]([NH:28][C:29](=[O:38])[C:30]2[CH:35]=[CH:34][CH:33]=[C:32]([O:36][CH3:37])[CH:31]=2)=[CH:24][CH:23]=1.[OH-].[Na+]. (3) Given the product [C:20]([C:10]1[CH:9]=[C:8]([NH:7][C:5]([NH:26][C:27]2[C:36]3[C:31](=[CH:32][CH:33]=[CH:34][CH:35]=3)[C:30]([O:37][CH2:38][CH2:39][CH2:40][C:41]3[CH:46]=[CH:45][N:44]=[CH:43][CH:42]=3)=[CH:29][CH:28]=2)=[O:6])[N:12]([C:13]2[CH:14]=[CH:15][C:16]([CH3:19])=[CH:17][CH:18]=2)[N:11]=1)([CH3:22])([CH3:23])[CH3:21], predict the reactants needed to synthesize it. The reactants are: ClC(Cl)(Cl)CO[C:5]([NH:7][C:8]1[N:12]([C:13]2[CH:18]=[CH:17][C:16]([CH3:19])=[CH:15][CH:14]=2)[N:11]=[C:10]([C:20]([CH3:23])([CH3:22])[CH3:21])[CH:9]=1)=[O:6].[NH2:26][C:27]1[C:36]2[C:31](=[CH:32][CH:33]=[CH:34][CH:35]=2)[C:30]([O:37][CH2:38][CH2:39][CH2:40][C:41]2[CH:46]=[CH:45][N:44]=[CH:43][CH:42]=2)=[CH:29][CH:28]=1.C(N(C(C)C)CC)(C)C.CS(C)=O. (4) Given the product [CH:1]1([C:4]2[C:12]3[CH:11]=[C:10]([CH2:13][CH2:14][CH2:15][CH2:16][N:17]4[CH:21]=[C:20]([C:22]([O:24][C:25]([CH3:28])([CH3:27])[CH3:26])=[O:23])[N:19]=[N:18]4)[N:9]=[N:8][C:7]=3[NH:6][C:5]=2[I:33])[CH2:3][CH2:2]1, predict the reactants needed to synthesize it. The reactants are: [CH:1]1([C:4]2[C:12]3[CH:11]=[C:10]([CH2:13][CH2:14][CH2:15][CH2:16][N:17]4[CH:21]=[C:20]([C:22]([O:24][C:25]([CH3:28])([CH3:27])[CH3:26])=[O:23])[N:19]=[N:18]4)[N:9]=[N:8][C:7]=3[NH:6][C:5]=2[Si](C)(C)C)[CH2:3][CH2:2]1.[I:33]Cl. (5) Given the product [NH2:6][C:3]([CH3:5])([CH3:4])[CH2:2][NH:1][C:8]1[CH:15]=[CH:14][C:11]([C:12]#[N:13])=[CH:10][N:9]=1, predict the reactants needed to synthesize it. The reactants are: [NH2:1][CH2:2][C:3]([NH2:6])([CH3:5])[CH3:4].Cl[C:8]1[CH:15]=[CH:14][C:11]([C:12]#[N:13])=[CH:10][N:9]=1. (6) Given the product [F:1][C:2]1[CH:3]=[C:4]([CH:5]=[C:6]([F:16])[C:7]=1[O:8][C:9]1[CH:14]=[CH:13][N:12]=[C:11]([F:15])[CH:10]=1)[CH2:17][O:18][C:32]1[CH:33]=[C:34]2[NH:26][C:27]([CH3:38])([CH3:37])[CH2:28][N:29]2[C:30](=[O:36])[N:31]=1, predict the reactants needed to synthesize it. The reactants are: [F:1][C:2]1[CH:3]=[C:4]([CH2:17][OH:18])[CH:5]=[C:6]([F:16])[C:7]=1[O:8][C:9]1[CH:14]=[CH:13][N:12]=[C:11]([F:15])[CH:10]=1.C(OC([N:26]1[C:34]2[N:29]([C:30](=[O:36])[N:31]=[C:32](Cl)[CH:33]=2)[CH2:28][C:27]1([CH3:38])[CH3:37])=O)(C)(C)C.